From a dataset of Full USPTO retrosynthesis dataset with 1.9M reactions from patents (1976-2016). Predict the reactants needed to synthesize the given product. (1) Given the product [CH:38]([O:37][C:35](=[O:36])[O:29][CH:11]1[CH:9]2[O:10][Si:5]([C:1]([CH3:4])([CH3:3])[CH3:2])([C:30]([CH3:33])([CH3:32])[CH3:31])[O:6][CH2:7][CH:8]2[O:13][CH:12]1[N:14]1[C:18]2[N:19]=[C:20]([N:23]=[CH:24][N:25]([CH3:27])[CH3:26])[N:21]=[CH:22][C:17]=2[S:16][C:15]1=[O:28])([CH3:40])[CH3:39], predict the reactants needed to synthesize it. The reactants are: [C:1]([Si:5]1([C:30]([CH3:33])([CH3:32])[CH3:31])[O:10][CH:9]2[CH:11]([OH:29])[CH:12]([N:14]3[C:18]4[N:19]=[C:20]([N:23]=[CH:24][N:25]([CH3:27])[CH3:26])[N:21]=[CH:22][C:17]=4[S:16][C:15]3=[O:28])[O:13][CH:8]2[CH2:7][O:6]1)([CH3:4])([CH3:3])[CH3:2].Cl[C:35]([O:37][CH:38]([CH3:40])[CH3:39])=[O:36]. (2) The reactants are: [NH2:1][C:2]1[CH:3]=[N:4][CH:5]=[CH:6][C:7]=1[N:8]1[CH2:13][CH2:12][C@@H:11]([O:14][Si:15]([C:18]([CH3:21])([CH3:20])[CH3:19])([CH3:17])[CH3:16])[C@H:10]([NH:22][C:23](=[O:29])[O:24][C:25]([CH3:28])([CH3:27])[CH3:26])[CH2:9]1.[NH2:30][C:31]1[C:32]([C:39](O)=[O:40])=[N:33][C:34]([Br:38])=[C:35]([F:37])[CH:36]=1. Given the product [NH2:30][C:31]1[C:32]([C:39]([NH:1][C:2]2[CH:3]=[N:4][CH:5]=[CH:6][C:7]=2[N:8]2[CH2:13][CH2:12][C@@H:11]([O:14][Si:15]([C:18]([CH3:21])([CH3:20])[CH3:19])([CH3:17])[CH3:16])[C@H:10]([NH:22][C:23](=[O:29])[O:24][C:25]([CH3:28])([CH3:27])[CH3:26])[CH2:9]2)=[O:40])=[N:33][C:34]([Br:38])=[C:35]([F:37])[CH:36]=1, predict the reactants needed to synthesize it.